From a dataset of Full USPTO retrosynthesis dataset with 1.9M reactions from patents (1976-2016). Predict the reactants needed to synthesize the given product. (1) Given the product [CH:1]1([C:17]23[CH:21]=[CH:22][CH:23]=[CH:24][CH:16]2[C:15]([NH:10][C:18]3=[O:19])=[O:20])[CH2:6][CH2:5][CH2:4][CH2:3][CH2:2]1, predict the reactants needed to synthesize it. The reactants are: [CH:1]1(N)[CH2:6][CH2:5][CH2:4][CH2:3][CH2:2]1.C([N:10](CC)CC)C.[C:15]1(=O)[O:20][C:18](=[O:19])[C:17]2=[CH:21][CH:22]=[CH:23][CH:24]=[C:16]12.C(O)(=O)CC(CC(O)=O)(C(O)=O)O. (2) Given the product [C:34]([O:38][C:39](=[O:42])[CH2:40][O:27][CH2:26][C:22]1([CH2:21][O:20][C:18]2[C:19]3[C:11]([C:8]4[CH:7]=[CH:6][C:5]([O:4][CH3:3])=[CH:10][CH:9]=4)=[C:12]([C:28]4[CH:33]=[CH:32][CH:31]=[CH:30][CH:29]=4)[O:13][C:14]=3[N:15]=[CH:16][N:17]=2)[CH2:25][CH2:24][CH2:23]1)([CH3:37])([CH3:36])[CH3:35], predict the reactants needed to synthesize it. The reactants are: [OH-].[Na+].[CH3:3][O:4][C:5]1[CH:10]=[CH:9][C:8]([C:11]2[C:19]3[C:18]([O:20][CH2:21][C:22]4([CH2:26][OH:27])[CH2:25][CH2:24][CH2:23]4)=[N:17][CH:16]=[N:15][C:14]=3[O:13][C:12]=2[C:28]2[CH:33]=[CH:32][CH:31]=[CH:30][CH:29]=2)=[CH:7][CH:6]=1.[C:34]([O:38][C:39](=[O:42])[CH2:40]Br)([CH3:37])([CH3:36])[CH3:35].Cl. (3) Given the product [CH3:1][O:2][CH2:3][C@H:4]([CH3:45])[O:5][C:6]1[CH:7]=[C:8]([C:23]2[NH:27][C:26]([C:28]3[O:29][C@@H:30]([CH2:33][OH:34])[CH2:31][N:32]=3)=[CH:25][CH:24]=2)[CH:9]=[C:10]([O:12][C:13]2[CH:14]=[CH:15][C:16]([S:19]([CH3:22])(=[O:21])=[O:20])=[CH:17][CH:18]=2)[CH:11]=1, predict the reactants needed to synthesize it. The reactants are: [CH3:1][O:2][CH2:3][C@H:4]([CH3:45])[O:5][C:6]1[CH:7]=[C:8]([C:23]2[NH:27][C:26]([C:28]3[O:29][C@H:30]([CH2:33][O:34][Si](C(C)C)(C(C)C)C(C)C)[CH2:31][N:32]=3)=[CH:25][CH:24]=2)[CH:9]=[C:10]([O:12][C:13]2[CH:18]=[CH:17][C:16]([S:19]([CH3:22])(=[O:21])=[O:20])=[CH:15][CH:14]=2)[CH:11]=1.[F-].C([N+](CCCC)(CCCC)CCCC)CCC.O. (4) Given the product [OH:20][C:21]1[CH:22]=[CH:23][C:24]([C:27]2[CH:32]=[CH:31][C:30]([C:33]([N:7]3[CH2:6][CH2:5][C:4]4[C:9](=[C:10]([N:13]5[CH2:14][CH2:15][N:16]([CH3:19])[CH2:17][CH2:18]5)[CH:11]=[CH:12][C:3]=4[O:2][CH3:1])[CH2:8]3)=[O:34])=[CH:29][CH:28]=2)=[CH:25][CH:26]=1, predict the reactants needed to synthesize it. The reactants are: [CH3:1][O:2][C:3]1[CH:12]=[CH:11][C:10]([N:13]2[CH2:18][CH2:17][N:16]([CH3:19])[CH2:15][CH2:14]2)=[C:9]2[C:4]=1[CH2:5][CH2:6][NH:7][CH2:8]2.[OH:20][C:21]1[CH:26]=[CH:25][C:24]([C:27]2[CH:32]=[CH:31][C:30]([C:33](O)=[O:34])=[CH:29][CH:28]=2)=[CH:23][CH:22]=1.